Predict the product of the given reaction. From a dataset of Forward reaction prediction with 1.9M reactions from USPTO patents (1976-2016). (1) Given the reactants C1(P(C2C=CC=CC=2)CCCP(C2C=CC=CC=2)C2C=CC=CC=2)C=CC=CC=1.[CH2:30]([O:37][C:38]([N:40]1[CH2:45][CH:44]([O:46][Si:47]([CH:54]([CH3:56])[CH3:55])([CH:51]([CH3:53])[CH3:52])[CH:48]([CH3:50])[CH3:49])[CH:43]([C:57]2[CH:62]=[CH:61][C:60](OS(C(F)(F)F)(=O)=O)=[CH:59][CH:58]=2)[CH:42]([OH:71])[CH2:41]1)=[O:39])[C:31]1[CH:36]=[CH:35][CH:34]=[CH:33][CH:32]=1.C(N(CC)CC)C.[C]=O, predict the reaction product. The product is: [CH2:30]([O:37][C:38]([N:40]1[CH2:45][CH:44]([O:46][Si:47]([CH:48]([CH3:49])[CH3:50])([CH:51]([CH3:52])[CH3:53])[CH:54]([CH3:56])[CH3:55])[CH:43]([C:57]2[CH:62]=[CH:61][C:60]([C:38]([O:37][CH3:30])=[O:39])=[CH:59][CH:58]=2)[CH:42]([OH:71])[CH2:41]1)=[O:39])[C:31]1[CH:32]=[CH:33][CH:34]=[CH:35][CH:36]=1. (2) Given the reactants C(N([CH:7]([CH3:9])[CH3:8])CC)(C)C.N(C(OCC1[C:25]2[C:20](=[CH:21][CH:22]=[CH:23][CH:24]=2)[C:25]2[C:20]1=[CH:21][CH:22]=[CH:23][CH:24]=2)=O)CC(O)=O.[CH2:32]1[CH2:36]N([P+](ON2N=NC3C=CC=CC2=3)(N2[CH2:34][CH2:33][CH2:32][CH2:36]2)N2[CH2:34][CH2:33][CH2:32][CH2:36]2)[CH2:34][CH2:33]1.F[P-](F)(F)(F)(F)F.C[C@@H](O)[C@H](N)C(N[C@H](C(N1[C@H](C(N2[C@H](C(N[C@H]([C:102]([OH:104])=[O:103])CCCN=C(N)N)=O)CCC2)=O)CCC1)=O)CCCCN)=O.[N+3:107].S([NH-])(=O)(=O)N.S([NH-])(=O)(=O)N.S([NH-])(=O)(=O)N.I[CH2:124]C#N.C(O)(C(F)(F)F)=O.C1(O)C=CC=CC=1.C([SiH](C(C)C)C(C)C)(C)C, predict the reaction product. The product is: [C:102]([NH2:107])([O:104][CH2:124][CH:9]1[C:7]2[C:8](=[CH:34][CH:33]=[CH:32][CH:36]=2)[C:20]2[C:25]1=[CH:24][CH:23]=[CH:22][CH:21]=2)=[O:103]. (3) Given the reactants CC(C1C=C(C(C)C)C(C2C=CC=CC=2P(C2CCCCC2)C2CCCCC2)=C(C(C)C)C=1)C.C([O-])([O-])=O.[Cs+].[Cs+].[C:41]([O:45][C:46]([N:48]1[CH2:52][CH2:51][C@H:50]([O:53][C:54]2[C:55]3[CH2:63][NH:62][CH2:61][CH2:60][C:56]=3[N:57]=[CH:58][N:59]=2)[CH2:49]1)=[O:47])([CH3:44])([CH3:43])[CH3:42].Br[C:65]1[CH:66]=[C:67]([CH3:73])[C:68]([O:71][CH3:72])=[N:69][CH:70]=1, predict the reaction product. The product is: [C:41]([O:45][C:46]([N:48]1[CH2:52][CH2:51][C@H:50]([O:53][C:54]2[C:55]3[CH2:63][N:62]([C:65]4[CH:70]=[N:69][C:68]([O:71][CH3:72])=[C:67]([CH3:73])[CH:66]=4)[CH2:61][CH2:60][C:56]=3[N:57]=[CH:58][N:59]=2)[CH2:49]1)=[O:47])([CH3:44])([CH3:42])[CH3:43].